This data is from Full USPTO retrosynthesis dataset with 1.9M reactions from patents (1976-2016). The task is: Predict the reactants needed to synthesize the given product. Given the product [Br:37][C:34]1[CH:35]=[CH:36][C:27]([NH:26][C:8](=[O:10])[C:7]2[CH:11]=[CH:12][CH:13]=[C:5]([S:2](=[O:3])(=[O:4])[NH:21][C:20]3[CH:22]=[CH:23][C:17]([O:16][C:15]([F:24])([F:25])[F:14])=[CH:18][CH:19]=3)[CH:6]=2)=[C:28]([CH:33]=1)[C:29]([OH:31])=[O:30], predict the reactants needed to synthesize it. The reactants are: Cl[S:2]([C:5]1[CH:6]=[C:7]([CH:11]=[CH:12][CH:13]=1)[C:8]([OH:10])=O)(=[O:4])=[O:3].[F:14][C:15]([F:25])([F:24])[O:16][C:17]1[CH:23]=[CH:22][C:20]([NH2:21])=[CH:19][CH:18]=1.[NH2:26][C:27]1[CH:36]=[CH:35][C:34]([Br:37])=[CH:33][C:28]=1[C:29]([O:31]C)=[O:30].